Dataset: Catalyst prediction with 721,799 reactions and 888 catalyst types from USPTO. Task: Predict which catalyst facilitates the given reaction. Reactant: Br[C:2]1[CH:10]=[CH:9][C:8]2[N:7]([CH:11]([CH3:13])[CH3:12])[C:6]3[CH2:14][CH:15]4[NH:19][CH:18]([C:5]=3[C:4]=2[C:3]=1[C:20]([O:22][C:23]([CH3:26])([CH3:25])[CH3:24])=[O:21])[CH2:17][CH2:16]4.[C:27]1([S:33]([O-:35])=[O:34])[CH:32]=[CH:31][CH:30]=[CH:29][CH:28]=1.[Na+].C(=O)([O-])[O-].[Cs+].[Cs+].CC1(C)C2C(=C(P(C3C=CC=CC=3)C3C=CC=CC=3)C=CC=2)OC2C(P(C3C=CC=CC=3)C3C=CC=CC=3)=CC=CC1=2. Product: [C:27]1([S:33]([C:2]2[CH:10]=[CH:9][C:8]3[N:7]([CH:11]([CH3:13])[CH3:12])[C:6]4[CH2:14][CH:15]5[NH:19][CH:18]([C:5]=4[C:4]=3[C:3]=2[C:20]([O:22][C:23]([CH3:26])([CH3:25])[CH3:24])=[O:21])[CH2:17][CH2:16]5)(=[O:35])=[O:34])[CH:32]=[CH:31][CH:30]=[CH:29][CH:28]=1. The catalyst class is: 426.